From a dataset of Full USPTO retrosynthesis dataset with 1.9M reactions from patents (1976-2016). Predict the reactants needed to synthesize the given product. (1) Given the product [Cl:8][C:7]1[C:2]([N:26]([CH2:25][CH:22]2[CH2:23][CH2:24][N:19]([C:14]3[CH:15]=[CH:16][CH:17]=[CH:18][N:13]=3)[CH2:20][CH2:21]2)[S:27]([C:30]2[CH:39]=[CH:38][C:33]([C:34]([O:36][CH3:37])=[O:35])=[CH:32][CH:31]=2)(=[O:28])=[O:29])=[N:3][CH:4]=[C:5]([C:9]([F:12])([F:11])[F:10])[CH:6]=1, predict the reactants needed to synthesize it. The reactants are: Cl[C:2]1[C:7]([Cl:8])=[CH:6][C:5]([C:9]([F:12])([F:11])[F:10])=[CH:4][N:3]=1.[N:13]1[CH:18]=[CH:17][CH:16]=[CH:15][C:14]=1[N:19]1[CH2:24][CH2:23][CH:22]([CH2:25][NH:26][S:27]([C:30]2[CH:39]=[CH:38][C:33]([C:34]([O:36][CH3:37])=[O:35])=[CH:32][CH:31]=2)(=[O:29])=[O:28])[CH2:21][CH2:20]1. (2) The reactants are: [Cl:1][C:2]1[CH:3]=[C:4]([NH:9][C:10]2[C:19]3[C:14](=[CH:15][C:16](F)=[C:17]([N+:20]([O-:22])=[O:21])[CH:18]=3)[N:13]=[CH:12][N:11]=2)[CH:5]=[CH:6][C:7]=1[F:8].[CH3:24][O-:25].[Na+]. Given the product [Cl:1][C:2]1[CH:3]=[C:4]([NH:9][C:10]2[C:19]3[C:14](=[CH:15][C:16]([O:25][CH3:24])=[C:17]([N+:20]([O-:22])=[O:21])[CH:18]=3)[N:13]=[CH:12][N:11]=2)[CH:5]=[CH:6][C:7]=1[F:8], predict the reactants needed to synthesize it. (3) Given the product [C:1]([NH:4][C@@H:5]([C:9]1[CH:8]=[CH:7][CH:6]=[CH:16][CH:15]=1)[CH2:10][C:11]([OH:13])=[O:12])(=[O:3])[CH3:2], predict the reactants needed to synthesize it. The reactants are: [C:1]([NH:4][C:5]1([CH2:10][C:11]([OH:13])=[O:12])[CH2:9][CH2:8][CH2:7][CH2:6]1)(=[O:3])[CH3:2].N[C@@H:15](C1C=CC=CC=1)[CH2:16]C(O)=O.CC#N.O.CC#N. (4) The reactants are: [C:1]([O:5][C:6]([N:8]1[CH2:13][CH2:12][CH:11]([C:14]2[O:15][C:16]([CH2:19]Cl)=[N:17][N:18]=2)[CH2:10][CH2:9]1)=[O:7])([CH3:4])([CH3:3])[CH3:2].[Cl:21][C:22]1[CH:27]=[CH:26][C:25]([NH2:28])=[C:24]([CH2:29][NH:30][CH3:31])[CH:23]=1.C(N(CC)CC)C. Given the product [C:1]([O:5][C:6]([N:8]1[CH2:9][CH2:10][CH:11]([C:14]2[O:15][C:16]([CH2:19][N:30]([CH2:29][C:24]3[CH:23]=[C:22]([Cl:21])[CH:27]=[CH:26][C:25]=3[NH2:28])[CH3:31])=[N:17][N:18]=2)[CH2:12][CH2:13]1)=[O:7])([CH3:2])([CH3:3])[CH3:4], predict the reactants needed to synthesize it. (5) The reactants are: Cl[C:2]1[C:3](=[O:20])[N:4]([C:9]2[N:13]([C:14]3[CH:19]=[CH:18][CH:17]=[CH:16][CH:15]=3)[N:12]=[CH:11][CH:10]=2)[CH:5]=[C:6]([Cl:8])[N:7]=1.[CH3:21][O-:22].[Na+]. Given the product [Cl:8][C:6]1[N:7]=[C:2]([O:22][CH3:21])[C:3](=[O:20])[N:4]([C:9]2[N:13]([C:14]3[CH:19]=[CH:18][CH:17]=[CH:16][CH:15]=3)[N:12]=[CH:11][CH:10]=2)[CH:5]=1, predict the reactants needed to synthesize it.